This data is from Full USPTO retrosynthesis dataset with 1.9M reactions from patents (1976-2016). The task is: Predict the reactants needed to synthesize the given product. (1) Given the product [CH2:31]([O:30][P:23]([CH2:4][CH3:9])(=[O:24])[O:25][CH2:26][CH3:28])[CH3:33], predict the reactants needed to synthesize it. The reactants are: BrBr.Br[C:4]1C(Br)=C(Br)C(Br)=C2C(=O)OC(=O)[C:9]=12.CC(O[P:23]([O:30][CH:31]([CH2:33]Cl)C)([O:25][CH:26]([CH2:28]Cl)C)=[O:24])CCl. (2) Given the product [CH2:23]([O:25][C:26](=[O:34])[C:27](=[O:28])[CH2:29][C:17]([C:15]1[CH:16]=[C:11]([F:10])[CH:12]=[CH:13][C:14]=1[O:21][CH3:22])([CH3:19])[CH3:18])[CH3:24], predict the reactants needed to synthesize it. The reactants are: C([Mg]Cl)C1C=CC=CC=1.[F:10][C:11]1[CH:12]=[CH:13][C:14]([O:21][CH3:22])=[C:15]([C:17](O)([CH3:19])[CH3:18])[CH:16]=1.[CH2:23]([O:25][C:26](=[O:34])[C:27]([O:29][Si](C)(C)C)=[CH2:28])[CH3:24]. (3) Given the product [OH:42][CH2:41][CH2:40][NH:39][C:28]([C:24]1[C:23]2[CH:31]=[CH:32][C:20]([O:19][C:16]3[CH:15]=[CH:14][N:13]=[C:12]4[CH:11]=[C:10]([C:8]([N:5]5[CH2:6][CH2:7][CH:3]([O:2][CH3:1])[CH2:4]5)=[O:9])[S:18][C:17]=34)=[CH:21][C:22]=2[O:26][C:25]=1[CH3:27])=[O:30], predict the reactants needed to synthesize it. The reactants are: [CH3:1][O:2][CH:3]1[CH2:7][CH2:6][N:5]([C:8]([C:10]2[S:18][C:17]3[C:12](=[N:13][CH:14]=[CH:15][C:16]=3[O:19][C:20]3[CH:32]=[CH:31][C:23]4[C:24]([C:28]([OH:30])=O)=[C:25]([CH3:27])[O:26][C:22]=4[CH:21]=3)[CH:11]=2)=[O:9])[CH2:4]1.C(Cl)(=O)C(Cl)=O.[NH2:39][CH2:40][CH2:41][OH:42]. (4) Given the product [CH:43]1([N:41]2[C:40](=[O:46])[CH:39]=[CH:38][C:37]([C:16]3[CH:15]=[CH:14][C:13]([C@@H:11]([N:7]4[CH2:6][CH2:5][C@:4]([CH2:3][C:2]([OH:1])([CH3:34])[CH3:35])([C:28]5[CH:33]=[CH:32][CH:31]=[CH:30][CH:29]=5)[O:9][C:8]4=[O:10])[CH3:12])=[CH:18][CH:17]=3)=[CH:42]2)[CH2:45][CH2:44]1, predict the reactants needed to synthesize it. The reactants are: [OH:1][C:2]([CH3:35])([CH3:34])[CH2:3][C@@:4]1([C:28]2[CH:33]=[CH:32][CH:31]=[CH:30][CH:29]=2)[O:9][C:8](=[O:10])[N:7]([C@H:11]([C:13]2[CH:18]=[CH:17][C:16](B3OC(C)(C)C(C)(C)O3)=[CH:15][CH:14]=2)[CH3:12])[CH2:6][CH2:5]1.Br[C:37]1[CH:38]=[CH:39][C:40](=[O:46])[N:41]([CH:43]2[CH2:45][CH2:44]2)[CH:42]=1.C([O-])([O-])=O.[Cs+].[Cs+]. (5) Given the product [C:27]1([CH:23]([C:17]2[CH:18]=[CH:19][CH:20]=[CH:21][CH:22]=2)[C:6]([N:8]2[CH2:15][C:14](=[O:16])[CH2:13][C@H:9]2[C:10]([NH:44][CH2:43][C:33]2[C:42]3[C:37](=[CH:38][CH:39]=[CH:40][CH:41]=3)[CH:36]=[CH:35][CH:34]=2)=[O:12])=[O:7])[CH:28]=[CH:29][CH:30]=[CH:31][CH:32]=1, predict the reactants needed to synthesize it. The reactants are: C(O[C:6]([N:8]1[CH2:15][C:14](=[O:16])[CH2:13][C@H:9]1[C:10]([OH:12])=O)=[O:7])(C)(C)C.[C:17]1([CH:23]([C:27]2[CH:32]=[CH:31][CH:30]=[CH:29][CH:28]=2)C(Cl)=O)[CH:22]=[CH:21][CH:20]=[CH:19][CH:18]=1.[C:33]1([CH2:43][NH2:44])[C:42]2[C:37](=[CH:38][CH:39]=[CH:40][CH:41]=2)[CH:36]=[CH:35][CH:34]=1.